Dataset: Merck oncology drug combination screen with 23,052 pairs across 39 cell lines. Task: Regression. Given two drug SMILES strings and cell line genomic features, predict the synergy score measuring deviation from expected non-interaction effect. (1) Cell line: UWB1289BRCA1. Drug 2: NC(=O)c1cccc2cn(-c3ccc(C4CCCNC4)cc3)nc12. Synergy scores: synergy=3.78. Drug 1: CN(Cc1cnc2nc(N)nc(N)c2n1)c1ccc(C(=O)NC(CCC(=O)O)C(=O)O)cc1. (2) Drug 1: CN(C)C(=N)N=C(N)N. Drug 2: C=CCn1c(=O)c2cnc(Nc3ccc(N4CCN(C)CC4)cc3)nc2n1-c1cccc(C(C)(C)O)n1. Cell line: RKO. Synergy scores: synergy=9.82. (3) Drug 1: Cc1nc(Nc2ncc(C(=O)Nc3c(C)cccc3Cl)s2)cc(N2CCN(CCO)CC2)n1. Drug 2: CCc1cnn2c(NCc3ccc[n+]([O-])c3)cc(N3CCCCC3CCO)nc12. Cell line: NCIH520. Synergy scores: synergy=26.3. (4) Drug 1: NC(=O)c1cccc2cn(-c3ccc(C4CCCNC4)cc3)nc12. Drug 2: COC1CC2CCC(C)C(O)(O2)C(=O)C(=O)N2CCCCC2C(=O)OC(C(C)CC2CCC(OP(C)(C)=O)C(OC)C2)CC(=O)C(C)C=C(C)C(O)C(OC)C(=O)C(C)CC(C)C=CC=CC=C1C. Cell line: NCIH520. Synergy scores: synergy=9.91. (5) Drug 1: N#Cc1ccc(Cn2cncc2CN2CCN(c3cccc(Cl)c3)C(=O)C2)cc1. Drug 2: NC1(c2ccc(-c3nc4ccn5c(=O)[nH]nc5c4cc3-c3ccccc3)cc2)CCC1. Cell line: OV90. Synergy scores: synergy=23.5. (6) Drug 1: O=C(NOCC(O)CO)c1ccc(F)c(F)c1Nc1ccc(I)cc1F. Drug 2: COC1=C2CC(C)CC(OC)C(O)C(C)C=C(C)C(OC(N)=O)C(OC)C=CC=C(C)C(=O)NC(=CC1=O)C2=O. Cell line: VCAP. Synergy scores: synergy=5.90.